Dataset: Forward reaction prediction with 1.9M reactions from USPTO patents (1976-2016). Task: Predict the product of the given reaction. (1) Given the reactants [F:1][CH2:2][CH2:3][N:4]1[CH2:7][CH:6]([NH:8][C:9]2[CH:14]=[CH:13][C:12]([NH2:15])=[C:11]([O:16][CH3:17])[CH:10]=2)[CH2:5]1.CS([C:21]1[N:22]=[CH:23][C:24]2[CH:30]=[CH:29][C:28](=[O:31])[N:27]([C:32]3[CH:33]=[C:34]([NH:38][C:39](=[O:42])[CH:40]=[CH2:41])[CH:35]=[CH:36][CH:37]=3)[C:25]=2[N:26]=1)=O.CCN(C(C)C)C(C)C, predict the reaction product. The product is: [F:1][CH2:2][CH2:3][N:4]1[CH2:7][CH:6]([NH:8][C:9]2[CH:14]=[CH:13][C:12]([NH:15][C:21]3[N:22]=[CH:23][C:24]4[CH:30]=[CH:29][C:28](=[O:31])[N:27]([C:32]5[CH:33]=[C:34]([NH:38][C:39](=[O:42])[CH:40]=[CH2:41])[CH:35]=[CH:36][CH:37]=5)[C:25]=4[N:26]=3)=[C:11]([O:16][CH3:17])[CH:10]=2)[CH2:5]1. (2) Given the reactants [CH2:1]([N:8]1[CH:12]=[C:11]([CH2:13][OH:14])[C:10]([O:15][CH2:16][C:17]2[CH:22]=[CH:21][C:20]([O:23][CH2:24][C:25]3[N:26]=[C:27]([C:31]4[O:32][CH:33]=[CH:34][CH:35]=4)[O:28][C:29]=3[CH3:30])=[C:19]([Cl:36])[CH:18]=2)=[N:9]1)[C:2]1[CH:7]=[CH:6][CH:5]=[CH:4][CH:3]=1, predict the reaction product. The product is: [CH2:1]([N:8]1[CH:12]=[C:11]([CH:13]=[O:14])[C:10]([O:15][CH2:16][C:17]2[CH:22]=[CH:21][C:20]([O:23][CH2:24][C:25]3[N:26]=[C:27]([C:31]4[O:32][CH:33]=[CH:34][CH:35]=4)[O:28][C:29]=3[CH3:30])=[C:19]([Cl:36])[CH:18]=2)=[N:9]1)[C:2]1[CH:3]=[CH:4][CH:5]=[CH:6][CH:7]=1. (3) Given the reactants Cl.[NH:2]1[CH2:6][CH2:5][C@@H:4]([NH:7][C:8]([C:10]2[C:14]3[N:15]=[CH:16][N:17]=[C:18]([C:19]4[C:27]5[O:26][CH2:25][O:24][C:23]=5[CH:22]=[CH:21][C:20]=4[O:28][CH2:29][CH:30]4[CH2:32][CH2:31]4)[C:13]=3[NH:12][CH:11]=2)=[O:9])[CH2:3]1.[CH:33](OC(=O)C)=[O:34], predict the reaction product. The product is: [CH:33]([N:2]1[CH2:6][CH2:5][C@@H:4]([NH:7][C:8]([C:10]2[C:14]3[N:15]=[CH:16][N:17]=[C:18]([C:19]4[C:27]5[O:26][CH2:25][O:24][C:23]=5[CH:22]=[CH:21][C:20]=4[O:28][CH2:29][CH:30]4[CH2:32][CH2:31]4)[C:13]=3[NH:12][CH:11]=2)=[O:9])[CH2:3]1)=[O:34]. (4) Given the reactants [CH2:1]([N:8]([CH2:11][C@@H:12]1[O:17][C:16]2[C:18]([F:22])=[CH:19][CH:20]=[CH:21][C:15]=2[O:14][CH2:13]1)[CH2:9][CH3:10])[C:2]1[CH:7]=[CH:6][CH:5]=[CH:4][CH:3]=1.[Li]CCCC.[CH3:28][S:29]C.[NH4+].[Cl-], predict the reaction product. The product is: [CH2:1]([N:8]([CH2:11][C@@H:12]1[O:17][C:16]2[C:18]([F:22])=[C:19]([S:29][CH3:28])[CH:20]=[CH:21][C:15]=2[O:14][CH2:13]1)[CH2:9][CH3:10])[C:2]1[CH:7]=[CH:6][CH:5]=[CH:4][CH:3]=1. (5) The product is: [CH:19]([N:18]1[C:14]([C:12]2[N:13]=[C:6]3[C:5]4[CH:22]=[CH:23][C:2]([C:32]5[CH:33]=[N:34][NH:35][CH:36]=5)=[CH:3][C:4]=4[O:10][CH2:9][CH2:8][N:7]3[CH:11]=2)=[N:15][CH:16]=[N:17]1)([CH3:21])[CH3:20]. Given the reactants Br[C:2]1[CH:23]=[CH:22][C:5]2[C:6]3[N:7]([CH:11]=[C:12]([C:14]4[N:18]([CH:19]([CH3:21])[CH3:20])[N:17]=[CH:16][N:15]=4)[N:13]=3)[CH2:8][CH2:9][O:10][C:4]=2[CH:3]=1.CC1(C)C(C)(C)OB([C:32]2[CH:33]=[N:34][NH:35][CH:36]=2)O1, predict the reaction product. (6) The product is: [CH:1]1([N:4]([CH:19]2[CH2:24][CH2:23][N:22]([C:26]3[N:31]=[CH:30][C:29]([CH2:32][CH3:33])=[CH:28][N:27]=3)[CH2:21][CH2:20]2)[C:5](=[O:18])[C:6]2[CH:11]=[CH:10][C:9]([C:12]3[O:16][CH:15]=[N:14][CH:13]=3)=[C:8]([F:17])[CH:7]=2)[CH2:2][CH2:3]1. Given the reactants [CH:1]1([N:4]([CH:19]2[CH2:24][CH2:23][NH:22][CH2:21][CH2:20]2)[C:5](=[O:18])[C:6]2[CH:11]=[CH:10][C:9]([C:12]3[O:16][CH:15]=[N:14][CH:13]=3)=[C:8]([F:17])[CH:7]=2)[CH2:3][CH2:2]1.Cl[C:26]1[N:31]=[CH:30][C:29]([CH2:32][CH3:33])=[CH:28][N:27]=1, predict the reaction product. (7) Given the reactants [NH2:1][CH:2]([C:13]1[CH:17]=[N:16][N:15]2[CH2:18][CH2:19][NH:20][C:14]=12)[CH2:3][CH2:4][NH:5][C:6](=[O:12])[O:7][C:8]([CH3:11])([CH3:10])[CH3:9].C(N(CC)CC)C.FC(F)(F)S(N=[C:34]([NH:43][C:44](=[O:50])[O:45][C:46]([CH3:49])([CH3:48])[CH3:47])[NH:35][C:36](=[O:42])[O:37][C:38]([CH3:41])([CH3:40])[CH3:39])(=O)=O, predict the reaction product. The product is: [C:46]([O:45][C:44]([N:43]=[C:34]([NH:35][C:36]([O:37][C:38]([CH3:41])([CH3:40])[CH3:39])=[O:42])[NH:1][CH:2]([C:13]1[CH:17]=[N:16][N:15]2[CH2:18][CH2:19][NH:20][C:14]=12)[CH2:3][CH2:4][NH:5][C:6](=[O:12])[O:7][C:8]([CH3:10])([CH3:11])[CH3:9])=[O:50])([CH3:49])([CH3:48])[CH3:47]. (8) Given the reactants [Cl:1][C:2]1[CH:3]=[C:4]([CH2:10][C:11]([O:13][CH3:14])=[O:12])[CH:5]=[C:6]([Cl:9])[C:7]=1[OH:8].[CH3:15][Si](C=[N+]=[N-])(C)C, predict the reaction product. The product is: [Cl:1][C:2]1[CH:3]=[C:4]([CH2:10][C:11]([O:13][CH3:14])=[O:12])[CH:5]=[C:6]([Cl:9])[C:7]=1[O:8][CH3:15].